From a dataset of Reaction yield outcomes from USPTO patents with 853,638 reactions. Predict the reaction yield, written as a fraction of the theoretical maximum amount of product (1.0 means a 100% yield; for example, 0.34 means a 34% yield). (1) The reactants are [CH3:1][O:2][CH2:3][CH2:4][CH2:5][C:6]1O[C:9]([C:11]2[CH:12]=[CH:13][C:14]([C:17]3[CH:22]=[CH:21][CH:20]=[CH:19][CH:18]=3)=[N:15][CH:16]=2)=[N:8][N:7]=1.[NH2:23][C:24]1[C:25]([CH3:33])=[C:26]([CH:30]=[CH:31][CH:32]=1)[C:27]([NH2:29])=[O:28].CC1(C)C2(CS(O)(=O)=O)C(CC1CC2)=O.C(Cl)(Cl)Cl. The catalyst is CN1CCN(C)C1=O. The product is [CH3:1][O:2][CH2:3][CH2:4][CH2:5][C:6]1[N:23]([C:24]2[C:25]([CH3:33])=[C:26]([CH:30]=[CH:31][CH:32]=2)[C:27]([NH2:29])=[O:28])[C:9]([C:11]2[CH:16]=[N:15][C:14]([C:17]3[CH:22]=[CH:21][CH:20]=[CH:19][CH:18]=3)=[CH:13][CH:12]=2)=[N:8][N:7]=1. The yield is 0.560. (2) The reactants are C[O:2][C:3](=[O:24])/[C:4](/[C:13]1[CH:18]=[CH:17][C:16]([S:19]([CH3:22])(=[O:21])=[O:20])=[C:15]([Cl:23])[CH:14]=1)=[N:5]/[O:6][CH:7]1[CH2:12][CH2:11][CH2:10][CH2:9][CH2:8]1.[OH-].[Li+]. The catalyst is CO. The product is [Cl:23][C:15]1[CH:14]=[C:13](/[C:4](=[N:5]\[O:6][CH:7]2[CH2:12][CH2:11][CH2:10][CH2:9][CH2:8]2)/[C:3]([OH:24])=[O:2])[CH:18]=[CH:17][C:16]=1[S:19]([CH3:22])(=[O:21])=[O:20]. The yield is 0.980. (3) The reactants are [BH4-].[Na+].[F:3][C:4]1[CH:9]=[CH:8][C:7]([C@@H:10]([N:12]2[CH2:17][CH2:16][CH2:15][CH:14]([C:18](=[O:33])[C:19]3[CH:24]=[CH:23][C:22]([N:25]4[CH:29]=[C:28]([CH3:30])[N:27]=[CH:26]4)=[C:21]([O:31][CH3:32])[CH:20]=3)[C:13]2=[O:34])[CH3:11])=[CH:6][CH:5]=1.O. The catalyst is C(O)(C)C.C1(C)C=CC=CC=1. The product is [F:3][C:4]1[CH:9]=[CH:8][C:7]([C@@H:10]([N:12]2[CH2:17][CH2:16][CH2:15][CH:14]([CH:18]([OH:33])[C:19]3[CH:24]=[CH:23][C:22]([N:25]4[CH:29]=[C:28]([CH3:30])[N:27]=[CH:26]4)=[C:21]([O:31][CH3:32])[CH:20]=3)[CH:13]2[OH:34])[CH3:11])=[CH:6][CH:5]=1. The yield is 0.810. (4) The reactants are [CH3:1][O:2][C:3](=[O:13])[C:4]1[CH:9]=[CH:8][N:7]=[C:6]([C:10](=[O:12])[CH3:11])[CH:5]=1.[CH3:14][Mg]Br.C(OCC)C. The catalyst is C1COCC1. The product is [OH:12][C:10]([C:6]1[CH:5]=[C:4]([CH:9]=[CH:8][N:7]=1)[C:3]([O:2][CH3:1])=[O:13])([CH3:14])[CH3:11]. The yield is 0.380.